Dataset: Reaction yield outcomes from USPTO patents with 853,638 reactions. Task: Predict the reaction yield, written as a fraction of the theoretical maximum amount of product (1.0 means a 100% yield; for example, 0.34 means a 34% yield). (1) The reactants are [C:1]([O:5][C:6](=[O:17])[CH:7](Br)[NH:8][C:9]([O:11][C:12]([CH3:15])([CH3:14])[CH3:13])=[O:10])([CH3:4])([CH3:3])[CH3:2].[CH3:18]/[C:19](/[CH3:28])=[C:20](/[O:26][CH3:27])\[O:21][Si](C)(C)C.C(N(CC)CC)C.C(O)(=O)CC(CC(O)=O)(C(O)=O)O. The catalyst is ClCCl.[Ti](Cl)(Cl)(Cl)Cl. The product is [CH3:27][O:26][C:20](=[O:21])[C:19]([CH3:28])([CH3:18])[CH:7]([NH:8][C:9]([O:11][C:12]([CH3:15])([CH3:14])[CH3:13])=[O:10])[C:6]([O:5][C:1]([CH3:4])([CH3:3])[CH3:2])=[O:17]. The yield is 0.130. (2) The reactants are [F:1][C:2]1[CH:3]=[C:4]([CH:9]=[CH:10][C:11]=1[C:12]1[C:16]2=[N:17][CH:18]=[CH:19][CH:20]=[C:15]2[NH:14][N:13]=1)[C:5]([O:7]C)=[O:6].O.[OH-].[Na+].Cl. The catalyst is CO. The product is [F:1][C:2]1[CH:3]=[C:4]([CH:9]=[CH:10][C:11]=1[C:12]1[C:16]2=[N:17][CH:18]=[CH:19][CH:20]=[C:15]2[NH:14][N:13]=1)[C:5]([OH:7])=[O:6]. The yield is 1.00. (3) The reactants are [F:1][C:2]([F:35])([F:34])[C:3]1[CH:8]=[C:7]([C:9]2[CH:14]=[CH:13][C:12]([C:15]([F:18])([F:17])[F:16])=[CH:11][CH:10]=2)[N:6]=[C:5]([C:19]2[CH:24]=[CH:23][N:22]=[C:21]([C:25]3[S:29][C:28]([S:30]([NH2:33])(=[O:32])=[O:31])=[CH:27][CH:26]=3)[CH:20]=2)[N:4]=1.[C:36](O[C:36](=[O:39])[CH2:37][CH3:38])(=[O:39])[CH2:37][CH3:38].C(O)(=O)CC. The catalyst is C([O-])(O)=O.[Na+]. The product is [C:36]([NH:33][S:30]([C:28]1[S:29][C:25]([C:21]2[CH:20]=[C:19]([C:5]3[N:4]=[C:3]([C:2]([F:1])([F:34])[F:35])[CH:8]=[C:7]([C:9]4[CH:14]=[CH:13][C:12]([C:15]([F:18])([F:17])[F:16])=[CH:11][CH:10]=4)[N:6]=3)[CH:24]=[CH:23][N:22]=2)=[CH:26][CH:27]=1)(=[O:32])=[O:31])(=[O:39])[CH2:37][CH3:38]. The yield is 0.670. (4) The reactants are C1(C(C2C=CC=CC=2)[N:8]2[CH2:11][C:10]([N:13]3[CH2:18][CH2:17][O:16][CH2:15][CH2:14]3)([CH3:12])[CH2:9]2)C=CC=CC=1.[ClH:25]. The catalyst is C(O)C.[OH-].[OH-].[Pd+2]. The product is [ClH:25].[ClH:25].[CH3:12][C:10]1([N:13]2[CH2:18][CH2:17][O:16][CH2:15][CH2:14]2)[CH2:9][NH:8][CH2:11]1. The yield is 0.749. (5) The reactants are [CH3:1][O:2][C:3]([C:5]1[C:6]2[CH:7]=[N:8][NH:9][C:10]=2[CH:11]=[C:12]([Br:14])[CH:13]=1)=[O:4].[CH2:15](Br)[CH2:16][CH3:17]. No catalyst specified. The product is [CH3:1][O:2][C:3]([C:5]1[C:6]2[CH:7]=[N:8][N:9]([CH2:15][CH2:16][CH3:17])[C:10]=2[CH:11]=[C:12]([Br:14])[CH:13]=1)=[O:4].[CH3:1][O:2][C:3]([C:5]1[C:6]2[C:10]([CH:11]=[C:12]([Br:14])[CH:13]=1)=[N:9][N:8]([CH2:15][CH2:16][CH3:17])[CH:7]=2)=[O:4]. The yield is 0.200. (6) The reactants are [F:1][C:2]1[CH:7]=[CH:6][C:5]([N:8]2[CH2:16][C:15]3[C:10](=[CH:11][CH:12]=[C:13]([O:17]C)[CH:14]=3)[CH:9]2[CH2:19][C:20]2[CH:25]=[CH:24][C:23]([O:26]CCC3CCCCN3)=[CH:22][CH:21]=2)=[CH:4][CH:3]=1.B(Br)(Br)Br. The catalyst is C(Cl)Cl. The product is [F:1][C:2]1[CH:7]=[CH:6][C:5]([N:8]2[CH2:16][C:15]3[C:10](=[CH:11][CH:12]=[C:13]([OH:17])[CH:14]=3)[CH:9]2[CH2:19][C:20]2[CH:25]=[CH:24][C:23]([OH:26])=[CH:22][CH:21]=2)=[CH:4][CH:3]=1. The yield is 0.840. (7) The reactants are [F:1][C:2]1[CH:7]=[CH:6][C:5]([C:8]([N+]([O-])=O)=[CH:9][C:10]2[CH:15]=[CH:14][C:13]([F:16])=[CH:12][CH:11]=2)=[CH:4][CH:3]=1.[N+:20]([CH2:22][C:23]([O:25][CH2:26][CH3:27])=[O:24])#[C-:21].C1CCN2C(=NCCC2)CC1. The catalyst is C1COCC1. The product is [CH2:26]([O:25][C:23]([C:22]1[NH:20][CH:21]=[C:9]([C:10]2[CH:15]=[CH:14][C:13]([F:16])=[CH:12][CH:11]=2)[C:8]=1[C:5]1[CH:6]=[CH:7][C:2]([F:1])=[CH:3][CH:4]=1)=[O:24])[CH3:27]. The yield is 0.380.